This data is from Reaction yield outcomes from USPTO patents with 853,638 reactions. The task is: Predict the reaction yield, written as a fraction of the theoretical maximum amount of product (1.0 means a 100% yield; for example, 0.34 means a 34% yield). (1) The reactants are [CH3:1][C:2]1[CH:7]=[C:6]([C:8]2[CH:13]=[CH:12][CH:11]=[CH:10][C:9]=2[CH:14]([CH3:16])[CH3:15])[C:5]([O:17]C)=[C:4]([C:19]2[CH:24]=[CH:23][CH:22]=[CH:21][C:20]=2[CH:25]([CH3:27])[CH3:26])[CH:3]=1.O.C(OCC)C. The catalyst is C(Cl)Cl. The product is [CH3:1][C:2]1[CH:7]=[C:6]([C:8]2[CH:13]=[CH:12][CH:11]=[CH:10][C:9]=2[CH:14]([CH3:16])[CH3:15])[C:5]([OH:17])=[C:4]([C:19]2[CH:24]=[CH:23][CH:22]=[CH:21][C:20]=2[CH:25]([CH3:27])[CH3:26])[CH:3]=1. The yield is 0.950. (2) The reactants are Br[C:2]1[CH:7]=[C:6]([C:8]([CH3:11])([CH3:10])[CH3:9])[C:5]([N+:12]([O-:14])=[O:13])=[CH:4][C:3]=1[NH2:15].CCN(CC)CC.[CH3:23][Si:24]([C:27]#[CH:28])([CH3:26])[CH3:25]. The catalyst is C1(C)C=CC=CC=1.O.Cl[Pd](Cl)([P](C1C=CC=CC=1)(C1C=CC=CC=1)C1C=CC=CC=1)[P](C1C=CC=CC=1)(C1C=CC=CC=1)C1C=CC=CC=1.[Cu]I. The yield is 0.810. The product is [C:8]([C:6]1[C:5]([N+:12]([O-:14])=[O:13])=[CH:4][C:3]([NH:15][C:28]#[C:27][Si:24]([CH3:26])([CH3:25])[CH3:23])=[CH:2][CH:7]=1)([CH3:11])([CH3:10])[CH3:9]. (3) The reactants are [CH3:1][C:2]1[N:6]([CH2:7][C:8]2[CH:26]=[CH:25][C:11]3/[C:12](=[CH:21]/[C:22](O)=[O:23])/[C:13]4[CH:20]=[CH:19][CH:18]=[CH:17][C:14]=4[CH2:15][CH2:16][C:10]=3[CH:9]=2)[C:5]2[CH:27]=[C:28]([C:32]3[CH:37]=[CH:36][CH:35]=[CH:34][CH:33]=3)[CH:29]=[C:30]([CH3:31])[C:4]=2[N:3]=1.[NH2:38][C:39]1[CH:44]=[CH:43][CH:42]=[CH:41][CH:40]=1.C(N=C=NCCCN(C)C)C.ON1C2C=CC=CC=2N=N1.C(=O)([O-])O.[Na+]. The catalyst is CN(C=O)C. The product is [C:39]1([NH:38][C:22](=[O:23])/[CH:21]=[C:12]2\[C:13]3[CH:20]=[CH:19][CH:18]=[CH:17][C:14]=3[CH2:15][CH2:16][C:10]3[CH:9]=[C:8]([CH2:7][N:6]4[C:5]5[CH:27]=[C:28]([C:32]6[CH:37]=[CH:36][CH:35]=[CH:34][CH:33]=6)[CH:29]=[C:30]([CH3:31])[C:4]=5[N:3]=[C:2]4[CH3:1])[CH:26]=[CH:25][C:11]\2=3)[CH:44]=[CH:43][CH:42]=[CH:41][CH:40]=1. The yield is 0.830. (4) The reactants are [C:1]([C:9]1[S:13][C:12]([NH:14]C(=O)OC(C)(C)C)=[N:11][C:10]=1[C:22]1[O:23][CH:24]=[CH:25][CH:26]=1)(=[O:8])[C:2]1[CH:7]=[CH:6][CH:5]=[CH:4][CH:3]=1. The catalyst is FC(F)(F)C(O)=O. The product is [C:2]1([C:1]([C:9]2[S:13][C:12]([NH2:14])=[N:11][C:10]=2[C:22]2[O:23][CH:24]=[CH:25][CH:26]=2)=[O:8])[CH:3]=[CH:4][CH:5]=[CH:6][CH:7]=1. The yield is 0.970. (5) The reactants are C([O:5][C:6](=[O:37])[C:7]([CH3:36])([O:9][C:10]1[CH:35]=[CH:34][C:13]([C:14]([O:16][CH2:17][C:18]2[N:19]=[N:20][N:21]([CH2:23][C:24]3[CH:29]=[CH:28][C:27]([C:30]([CH3:33])([CH3:32])[CH3:31])=[CH:26][CH:25]=3)[CH:22]=2)=[O:15])=[CH:12][CH:11]=1)[CH3:8])(C)(C)C.Cl. The catalyst is O1CCOCC1. The product is [C:30]([C:27]1[CH:26]=[CH:25][C:24]([CH2:23][N:21]2[CH:22]=[C:18]([CH2:17][O:16][C:14]([C:13]3[CH:12]=[CH:11][C:10]([O:9][C:7]([CH3:8])([CH3:36])[C:6]([OH:37])=[O:5])=[CH:35][CH:34]=3)=[O:15])[N:19]=[N:20]2)=[CH:29][CH:28]=1)([CH3:31])([CH3:32])[CH3:33]. The yield is 0.780. (6) The reactants are [NH2:1][C:2]1[C:7]([C:8]([O:10]CC)=O)=[CH:6][C:5]([O:13][CH3:14])=[C:4]([O:15][CH2:16][CH:17]2[CH2:22][CH2:21][N:20]([CH3:23])[CH2:19][CH2:18]2)[CH:3]=1.C(O)(=O)C.[CH:28](N)=[NH:29]. The catalyst is COCCO. The product is [CH3:14][O:13][C:5]1[CH:6]=[C:7]2[C:2](=[CH:3][C:4]=1[O:15][CH2:16][CH:17]1[CH2:18][CH2:19][N:20]([CH3:23])[CH2:21][CH2:22]1)[N:1]=[CH:28][NH:29][C:8]2=[O:10]. The yield is 0.700.